This data is from Reaction yield outcomes from USPTO patents with 853,638 reactions. The task is: Predict the reaction yield, written as a fraction of the theoretical maximum amount of product (1.0 means a 100% yield; for example, 0.34 means a 34% yield). (1) The reactants are [F:1][C:2]1[CH:7]=[CH:6][C:5]([CH2:8][C:9](Cl)=[O:10])=[CH:4][CH:3]=1.[S-:12][C:13]#[N:14].[K+].[NH2:16][C:17]1[CH:38]=[CH:37][C:20]([O:21][C:22]2[CH:27]=[C:26]([NH:28][C:29]([N:31]3[CH2:36][CH2:35][O:34][CH2:33][CH2:32]3)=[O:30])[N:25]=[CH:24][N:23]=2)=[C:19]([F:39])[CH:18]=1.CCCCCC. The catalyst is C(#N)C.C(OCC)C. The product is [F:39][C:19]1[CH:18]=[C:17]([NH:16][C:13]([NH:14][C:9](=[O:10])[CH2:8][C:5]2[CH:6]=[CH:7][C:2]([F:1])=[CH:3][CH:4]=2)=[S:12])[CH:38]=[CH:37][C:20]=1[O:21][C:22]1[N:23]=[CH:24][N:25]=[C:26]([NH:28][C:29]([N:31]2[CH2:32][CH2:33][O:34][CH2:35][CH2:36]2)=[O:30])[CH:27]=1. The yield is 0.569. (2) The reactants are [CH2:1]([O:8][C:9]1[CH:16]=[CH:15][C:12]([CH:13]=O)=[CH:11][CH:10]=1)[C:2]1[CH:7]=[CH:6][CH:5]=[CH:4][CH:3]=1.C[O-].[Na+].[N+:20]([CH3:23])([O-:22])=[O:21].Cl. The catalyst is CO. The product is [CH2:1]([O:8][C:9]1[CH:16]=[CH:15][C:12](/[CH:13]=[CH:23]/[N+:20]([O-:22])=[O:21])=[CH:11][CH:10]=1)[C:2]1[CH:7]=[CH:6][CH:5]=[CH:4][CH:3]=1. The yield is 1.00. (3) The reactants are [O:1]([CH2:8][CH2:9][S:10][CH2:11][C:12]1[CH:17]=[CH:16][C:15]([C:18]2[C:19]([C:24]([OH:26])=O)=[CH:20][CH:21]=[CH:22][CH:23]=2)=[CH:14][CH:13]=1)[C:2]1[CH:7]=[CH:6][CH:5]=[CH:4][CH:3]=1.C(N1C=CN=C1)(N1C=CN=C1)=O.[CH3:39][N:40]([CH3:46])[CH2:41][CH2:42][CH2:43][CH2:44][NH2:45]. The catalyst is C1COCC1. The product is [CH3:39][N:40]([CH3:46])[CH2:41][CH2:42][CH2:43][CH2:44][NH:45][C:24]([C:19]1[C:18]([C:15]2[CH:14]=[CH:13][C:12]([CH2:11][S:10][CH2:9][CH2:8][O:1][C:2]3[CH:7]=[CH:6][CH:5]=[CH:4][CH:3]=3)=[CH:17][CH:16]=2)=[CH:23][CH:22]=[CH:21][CH:20]=1)=[O:26]. The yield is 0.980. (4) The reactants are [CH3:1][O:2][C:3]1[CH:4]=[C:5]2[C:10](=[CH:11][CH:12]=1)[C:9](=[CH:13][C:14]([O:16][CH2:17][CH3:18])=[O:15])[CH2:8][CH2:7][CH2:6]2.[H][H]. The catalyst is C(O)C.[Pd]. The product is [CH3:1][O:2][C:3]1[CH:4]=[C:5]2[C:10](=[CH:11][CH:12]=1)[CH:9]([CH2:13][C:14]([O:16][CH2:17][CH3:18])=[O:15])[CH2:8][CH2:7][CH2:6]2. The yield is 0.887. (5) The reactants are [CH2:1]([O:3][C:4](=[O:19])[CH2:5][CH2:6][C:7]([C:10]1[CH:18]=[CH:17][C:13]([C:14]([OH:16])=O)=[CH:12][CH:11]=1)([CH3:9])[CH3:8])[CH3:2].[CH3:20][C:21]1[CH:22]=[CH:23][C:24]2[N:25]([CH:27]=[C:28]([NH2:30])[N:29]=2)[CH:26]=1. No catalyst specified. The product is [CH3:9][C:7]([C:10]1[CH:11]=[CH:12][C:13]([C:14](=[O:16])[NH:30][C:28]2[N:29]=[C:24]3[CH:23]=[CH:22][C:21]([CH3:20])=[CH:26][N:25]3[CH:27]=2)=[CH:17][CH:18]=1)([CH3:8])[CH2:6][CH2:5][C:4]([O:3][CH2:1][CH3:2])=[O:19]. The yield is 0.180. (6) The reactants are CCN(C(C)C)C(C)C.[Br:10][C:11]1[CH:16]=[CH:15][C:14]([F:17])=[CH:13][C:12]=1[C:18]([N:20]1[CH2:25][CH2:24][NH:23][CH2:22][CH2:21]1)=[O:19].C1C=CC2N(O)N=NC=2C=1.CCN=C=NCCCN(C)C.[OH:47][C:48]1[CH:53]=[CH:52][CH:51]=[CH:50][C:49]=1[C:54]1[NH:58][N:57]=[C:56]([C:59]([NH:61][CH2:62][C:63](O)=[O:64])=[O:60])[CH:55]=1. The catalyst is CN(C=O)C.O. The product is [Br:10][C:11]1[CH:16]=[CH:15][C:14]([F:17])=[CH:13][C:12]=1[C:18]([N:20]1[CH2:21][CH2:22][N:23]([C:63](=[O:64])[CH2:62][NH:61][C:59]([C:56]2[CH:55]=[C:54]([C:49]3[CH:50]=[CH:51][CH:52]=[CH:53][C:48]=3[OH:47])[NH:58][N:57]=2)=[O:60])[CH2:24][CH2:25]1)=[O:19]. The yield is 0.685. (7) The reactants are [Cl:1][C:2]1[N:7]=[C:6]([NH:8][C@@H:9]2[CH2:14][CH2:13][CH2:12][N:11]([C:15]([O:17]C(C)(C)C)=O)[CH2:10]2)[C:5]([C:22]([F:25])([F:24])[F:23])=[CH:4][N:3]=1.[C:26](Cl)(=O)[CH:27]=C.C(N(CC)CC)C. The catalyst is C(Cl)Cl.C(O)(C(F)(F)F)=O.C(Cl)Cl. The product is [Cl:1][C:2]1[N:7]=[C:6]([NH:8][C@@H:9]2[CH2:14][CH2:13][CH2:12][N:11]([C:15](=[O:17])[CH:26]=[CH2:27])[CH2:10]2)[C:5]([C:22]([F:23])([F:24])[F:25])=[CH:4][N:3]=1. The yield is 0.620. (8) The reactants are [F:1][C:2]([F:34])([F:33])[O:3][C:4]1[CH:9]=[CH:8][C:7]([N:10]2[CH:14]=[N:13][C:12]([C:15]3[CH:32]=[CH:31][C:18]([CH2:19][NH:20]C(=O)OCC4C=CC=CC=4)=[CH:17][CH:16]=3)=[N:11]2)=[CH:6][CH:5]=1.C(O)(=O)C.C(OCC)C. The catalyst is Br. The product is [F:34][C:2]([F:1])([F:33])[O:3][C:4]1[CH:5]=[CH:6][C:7]([N:10]2[CH:14]=[N:13][C:12]([C:15]3[CH:32]=[CH:31][C:18]([CH2:19][NH2:20])=[CH:17][CH:16]=3)=[N:11]2)=[CH:8][CH:9]=1. The yield is 0.740. (9) The reactants are [O:1]1[CH:5]=[CH:4][CH:3]=[C:2]1[C:6]1[CH:11]=[C:10]([O:12][CH3:13])[C:9]([OH:14])=[C:8]([O:15][CH3:16])[CH:7]=1.C([O-])([O-])=O.[Cs+].[Cs+].I[CH2:24][CH3:25].Cl. The catalyst is CN(C=O)C.O.CCOC(C)=O. The product is [CH2:24]([O:14][C:9]1[C:8]([O:15][CH3:16])=[CH:7][C:6]([C:2]2[O:1][CH:5]=[CH:4][CH:3]=2)=[CH:11][C:10]=1[O:12][CH3:13])[CH3:25]. The yield is 0.920. (10) The reactants are [C:1]([O:5][C@@H:6]([C:12]1[C:37]([CH3:38])=[N:36][C:35]2=[CH:39][C:32]3=[N:33][N:34]2[C:13]=1[N:14]1[CH2:42][CH2:41][C:17]([CH3:43])([O:18][CH2:19][CH2:20][CH2:21][CH2:22][C:23]2[CH:24]=[C:25]([F:40])[CH:26]=[CH:27][C:28]=2[CH2:29][O:30][CH2:31]3)[CH2:16][CH2:15]1)[C:7]([O:9]CC)=[O:8])([CH3:4])([CH3:3])[CH3:2].[OH-].[Na+]. The catalyst is CCO. The product is [C:1]([O:5][C@@H:6]([C:12]1[C:37]([CH3:38])=[N:36][C:35]2=[CH:39][C:32]3=[N:33][N:34]2[C:13]=1[N:14]1[CH2:15][CH2:16][C:17]([CH3:43])([O:18][CH2:19][CH2:20][CH2:21][CH2:22][C:23]2[CH:24]=[C:25]([F:40])[CH:26]=[CH:27][C:28]=2[CH2:29][O:30][CH2:31]3)[CH2:41][CH2:42]1)[C:7]([OH:9])=[O:8])([CH3:4])([CH3:2])[CH3:3]. The yield is 0.750.